From a dataset of NCI-60 drug combinations with 297,098 pairs across 59 cell lines. Regression. Given two drug SMILES strings and cell line genomic features, predict the synergy score measuring deviation from expected non-interaction effect. (1) Drug 1: C1C(C(OC1N2C=NC3=C(N=C(N=C32)Cl)N)CO)O. Drug 2: CN1C2=C(C=C(C=C2)N(CCCl)CCCl)N=C1CCCC(=O)O.Cl. Cell line: OVCAR-4. Synergy scores: CSS=8.47, Synergy_ZIP=-2.00, Synergy_Bliss=0.885, Synergy_Loewe=-3.66, Synergy_HSA=0.114. (2) Drug 1: C1=CC(=CC=C1CCCC(=O)O)N(CCCl)CCCl. Drug 2: C#CCC(CC1=CN=C2C(=N1)C(=NC(=N2)N)N)C3=CC=C(C=C3)C(=O)NC(CCC(=O)O)C(=O)O. Cell line: SF-268. Synergy scores: CSS=25.1, Synergy_ZIP=-10.4, Synergy_Bliss=-10.5, Synergy_Loewe=-9.89, Synergy_HSA=-10.1. (3) Drug 1: C1=CN(C(=O)N=C1N)C2C(C(C(O2)CO)O)O.Cl. Drug 2: C1C(C(OC1N2C=NC3=C(N=C(N=C32)Cl)N)CO)O. Cell line: SNB-19. Synergy scores: CSS=45.4, Synergy_ZIP=-4.53, Synergy_Bliss=-5.17, Synergy_Loewe=-6.11, Synergy_HSA=0.467. (4) Drug 1: CC1=CC=C(C=C1)C2=CC(=NN2C3=CC=C(C=C3)S(=O)(=O)N)C(F)(F)F. Drug 2: CNC(=O)C1=NC=CC(=C1)OC2=CC=C(C=C2)NC(=O)NC3=CC(=C(C=C3)Cl)C(F)(F)F. Cell line: TK-10. Synergy scores: CSS=-2.88, Synergy_ZIP=4.64, Synergy_Bliss=5.51, Synergy_Loewe=0.857, Synergy_HSA=0.235. (5) Drug 1: CC1=C(C=C(C=C1)NC2=NC=CC(=N2)N(C)C3=CC4=NN(C(=C4C=C3)C)C)S(=O)(=O)N.Cl. Drug 2: N.N.Cl[Pt+2]Cl. Cell line: RXF 393. Synergy scores: CSS=7.65, Synergy_ZIP=-2.52, Synergy_Bliss=3.49, Synergy_Loewe=4.69, Synergy_HSA=4.95.